This data is from Experimentally validated miRNA-target interactions with 360,000+ pairs, plus equal number of negative samples. The task is: Binary Classification. Given a miRNA mature sequence and a target amino acid sequence, predict their likelihood of interaction. (1) The miRNA is hsa-miR-548av-5p with sequence AAAAGUACUUGCGGAUUU. The protein sequence of the target gene is MFSLMASCCGWFKRWREPVRKVTLLMVGLDNAGKTATAKGIQGEYPEDVAPTVGFSKINLRQGKFEVTIFDLGGGIRIRGIWKNYYAESYGVIFVVDSSDEERMEETKEAMSEMLRHPRISGKPILVLANKQDKEGALGEADVIECLSLEKLVNEHKCLCQIEPCSAISGYGKKIDKSIKKGLYWLLHVIARDFDALNERIQKETTEQRALEEQEKQERAERVRKLREERKQNEQEQAELDGTSGLAELDPEPTNPFQPIASVIIENEGKLEREKKNQKMEKDSDGCHLKHKMEHEQIET.... Result: 1 (interaction). (2) The miRNA is mmu-miR-434-3p with sequence UUUGAACCAUCACUCGACUCCU. The protein sequence of the target gene is MEGSKASSSTMQVSFVCQRCSQPLKLDTSFKILDRVTIQELTAPLLTTAQAKPGETQEEEANSGEEPFIETRQDGVSRRFIPPARMMSTESANSFTLIGEASDGGTMENLSRRLKVTGDLFDIMSGQTDVDHPLCEECTDTLLDQLDTQLNVTENECQNYKRCLEILEQMNEDDSEQLQRELKELALEEERLIQELEDVEKNRKVVAENLEKVQAEAERLDQEEAQYQREYSEFKRQQLELDDELKSVENQVRYAQIQLDKLKKTNVFNATFHIWHSGQFGTINNFRLGRLPSVPVEWNE.... Result: 0 (no interaction). (3) The miRNA is hsa-miR-548ah-5p with sequence AAAAGUGAUUGCAGUGUUUG. The protein sequence of the target gene is MDTGVIEGGLNVTLTIRLLMHGKEVGSIIGKKGESVKKMREESGARINISEGNCPERIITLAGPTNAIFKAFAMIIDKLEEDISSSMTNSTAASRPPVTLRLVVPASQCGSLIGKGGCKIKEIRESTGAQVQVAGDMLPNSTERAITIAGIPQSIIECVKQICVVMLETLSQSPPKGVTIPYRPKPSSSPVIFAGGQDRYSTGSDSASFPHTTPSMCLNPDLEGPPLEAYTIQGQYAIPQPDLTKLHQLAMQQSHFPMTHGNTGFSGIESSSPEVKGYWGLDASAQTTSHELTIPNDLIG.... Result: 1 (interaction). (4) The miRNA is mmu-miR-3081-3p with sequence UUGCGCUCCGAUCUCUGAGCUGG. The protein sequence of the target gene is MAPLGLKAVVGEKILSGVIRSVKKDGEWKVLIMDHPSMRILSSCCKMSDILAEGITIVEDINKRREPIPSLEAIYLLSPTEKSVQALIADFQGTPTFTYKAAHIFFTDTCPEPLFSELGRSRLAKAVKTLKEIHLAFLPYEAQVFSLDAPHSTYNLYCPFRAGERGRQLDALAQQIATLCATLQEYPSIRYRKGPEDTAQLAHAVLAKLNAFKADTPSLGEGPEKTRSQLLIMDRAADPVSPLLHELTFQAMAYDLLDIEQDTYRYETTGLSESREKAVLLDEDDDLWVELRHMHIADVS.... Result: 0 (no interaction).